Dataset: Full USPTO retrosynthesis dataset with 1.9M reactions from patents (1976-2016). Task: Predict the reactants needed to synthesize the given product. (1) The reactants are: [C:1]([O:5][C:6](=[O:33])[NH:7][C@H:8]([C:12](=[O:32])[NH:13][C@H:14]([B:19]1[O:27][C@H:26]2[C@:21]([CH3:31])([C@H:22]3[CH2:28][C@@H:24]([CH2:25]2)[C:23]3([CH3:30])[CH3:29])[O:20]1)[CH2:15][CH:16]([CH3:18])[CH3:17])[CH:9](C)C)([CH3:4])([CH3:3])[CH3:2].C(N[C@H](C(O)=O)C)(OC(C)(C)C)=O. Given the product [C:1]([O:5][C:6](=[O:33])[NH:7][C@H:8]([C:12](=[O:32])[NH:13][C@H:14]([B:19]1[O:27][C@H:26]2[C@:21]([CH3:31])([C@H:22]3[CH2:28][C@@H:24]([CH2:25]2)[C:23]3([CH3:30])[CH3:29])[O:20]1)[CH2:15][CH:16]([CH3:18])[CH3:17])[CH3:9])([CH3:3])([CH3:4])[CH3:2], predict the reactants needed to synthesize it. (2) Given the product [CH2:25]([C@@H:4]1[CH2:3][C@H:2]([N:1]([CH:32]([CH3:34])[CH3:31])[CH3:27])[CH2:7][CH2:6][C@@H:5]1[N:8]1[CH2:12][CH2:11][C@H:10]([NH:13][C:14](=[O:23])[O:15][CH2:16][C:17]2[CH:18]=[CH:19][CH:20]=[CH:21][CH:22]=2)[C:9]1=[O:24])[CH3:26], predict the reactants needed to synthesize it. The reactants are: [NH2:1][C@@H:2]1[CH2:7][CH2:6][C@H:5]([N:8]2[CH2:12][CH2:11][C@H:10]([NH:13][C:14](=[O:23])[O:15][CH2:16][C:17]3[CH:22]=[CH:21][CH:20]=[CH:19][CH:18]=3)[C:9]2=[O:24])[C@H:4]([CH2:25][CH3:26])[CH2:3]1.[C:27](O)(=O)C.[CH3:31][C:32]([CH3:34])=O. (3) Given the product [C:30]([C:32]1[CH:51]=[C:50]([C:2]2[N:10]=[CH:9][N:8]=[C:7]3[C:3]=2[N:4]=[C:5]([C:11]2[CH:16]=[CH:15][C:14]([N:17]4[CH2:22][CH2:21][O:20][CH2:19][CH2:18]4)=[C:13]([F:23])[CH:12]=2)[NH:6]3)[CH:49]=[CH:48][C:33]=1[O:34][CH:35]1[CH2:40][CH2:39][N:38]([C:41]([O:43][C:44]([CH3:47])([CH3:46])[CH3:45])=[O:42])[CH2:37][CH2:36]1)#[N:31], predict the reactants needed to synthesize it. The reactants are: Cl[C:2]1[N:10]=[CH:9][N:8]=[C:7]2[C:3]=1[N:4]=[C:5]([C:11]1[CH:16]=[CH:15][C:14]([N:17]3[CH2:22][CH2:21][O:20][CH2:19][CH2:18]3)=[C:13]([F:23])[CH:12]=1)[NH:6]2.C([O-])([O-])=O.[K+].[K+].[C:30]([C:32]1[CH:51]=[C:50](B2OC(C)(C)C(C)(C)O2)[CH:49]=[CH:48][C:33]=1[O:34][CH:35]1[CH2:40][CH2:39][N:38]([C:41]([O:43][C:44]([CH3:47])([CH3:46])[CH3:45])=[O:42])[CH2:37][CH2:36]1)#[N:31]. (4) Given the product [CH2:19]([O:18][C:16](=[O:17])[NH:15][CH2:14][C:11]1([C:23]2[CH:28]=[CH:27][C:26]([I:29])=[CH:25][CH:24]=2)[CH2:10][CH2:9][NH:8][CH2:13][CH2:12]1)[CH:20]([CH3:22])[CH3:21], predict the reactants needed to synthesize it. The reactants are: C(OC([N:8]1[CH2:13][CH2:12][C:11]([C:23]2[CH:28]=[CH:27][C:26]([I:29])=[CH:25][CH:24]=2)([CH2:14][NH:15][C:16]([O:18][CH2:19][CH:20]([CH3:22])[CH3:21])=[O:17])[CH2:10][CH2:9]1)=O)(C)(C)C.C(O)(C(F)(F)F)=O. (5) The reactants are: [S:1](=[O:3])=[O:2].[C:4]1([S:10][C:11]([Si](C)(C)C)([F:13])[F:12])[CH:9]=[CH:8][CH:7]=[CH:6][CH:5]=1.[F-].[Cs+].[B-](F)(F)(F)[F:21].[B-](F)(F)(F)F.C1[N+]2(CCl)CC[N+](F)(CC2)C1. Given the product [S:1](=[O:3])=[O:2].[F:12][C:11]([F:13])([S:10][C:4]1[CH:9]=[CH:8][CH:7]=[CH:6][CH:5]=1)[S:1]([F:21])(=[O:3])=[O:2], predict the reactants needed to synthesize it.